From a dataset of Full USPTO retrosynthesis dataset with 1.9M reactions from patents (1976-2016). Predict the reactants needed to synthesize the given product. (1) Given the product [N+:8]([C:7]1[C:2]([NH:15][CH2:16][CH2:17][CH2:18][C:19]([O:21][C:22]([CH3:25])([CH3:24])[CH3:23])=[O:20])=[N:3][CH:4]=[C:5]([N+:11]([O-:13])=[O:12])[CH:6]=1)([O-:10])=[O:9], predict the reactants needed to synthesize it. The reactants are: Cl[C:2]1[C:7]([N+:8]([O-:10])=[O:9])=[CH:6][C:5]([N+:11]([O-:13])=[O:12])=[CH:4][N:3]=1.Cl.[NH2:15][CH2:16][CH2:17][CH2:18][C:19]([O:21][C:22]([CH3:25])([CH3:24])[CH3:23])=[O:20].C(N(CC)CC)C. (2) Given the product [CH2:27]([C:18]1[N:17]=[CH:16][C:15]([C:10]2[S:11][CH:12]=[C:8]([C:5]3[CH:6]=[CH:7][C:2]([Cl:1])=[CH:3][CH:4]=3)[N:9]=2)=[CH:25][C:19]=1[C:20]([OH:22])=[O:21])[CH3:28], predict the reactants needed to synthesize it. The reactants are: [Cl:1][C:2]1[CH:7]=[CH:6][C:5]([C:8]2[N:9]=[C:10](Br)[S:11][CH:12]=2)=[CH:4][CH:3]=1.Br[C:15]1[CH:16]=[N:17][CH:18]=[C:19]([CH:25]=1)[C:20]([O:22]CC)=[O:21].O1CC[CH2:28][CH2:27]1. (3) The reactants are: [CH3:1][C@H:2]1[N:7]([C:8]2[C:9]3[CH2:37][N:36]([C:38]4[CH:43]=[C:42]([C:44]5([CH3:48])[CH2:47][O:46][CH2:45]5)[CH:41]=[CH:40][C:39]=4[CH3:49])[CH2:35][CH2:34][C:10]=3[N:11]=[C:12]([C:14]3[CH:22]=[CH:21][CH:20]=[C:19]4[C:15]=3[C:16]([CH3:33])=[CH:17][N:18]4S(C3C=CC(C)=CC=3)(=O)=O)[N:13]=2)[CH2:6][CH2:5][N:4]([C:50](=[O:52])[CH3:51])[CH2:3]1.[OH-].[NH4+].[OH-].[K+]. Given the product [CH3:1][C@H:2]1[N:7]([C:8]2[C:9]3[CH2:37][N:36]([C:38]4[CH:43]=[C:42]([C:44]5([CH3:48])[CH2:45][O:46][CH2:47]5)[CH:41]=[CH:40][C:39]=4[CH3:49])[CH2:35][CH2:34][C:10]=3[N:11]=[C:12]([C:14]3[CH:22]=[CH:21][CH:20]=[C:19]4[C:15]=3[C:16]([CH3:33])=[CH:17][NH:18]4)[N:13]=2)[CH2:6][CH2:5][N:4]([C:50](=[O:52])[CH3:51])[CH2:3]1, predict the reactants needed to synthesize it. (4) Given the product [CH2:34]([O:33][CH2:32][C:29]1[CH:30]=[CH:31][C:26]([N:7]2[C:8]3[C:13](=[CH:12][C:11]([C:15]4[CH:16]=[CH:17][C:18]([O:21][CH:22]([CH3:23])[CH3:24])=[CH:19][CH:20]=4)=[CH:10][CH:9]=3)[CH:14]=[C:6]2[C:4]([OH:3])=[O:5])=[N:27][CH:28]=1)[CH3:35], predict the reactants needed to synthesize it. The reactants are: C([O:3][C:4]([C:6]1[NH:7][C:8]2[C:13]([CH:14]=1)=[CH:12][C:11]([C:15]1[CH:20]=[CH:19][C:18]([O:21][CH:22]([CH3:24])[CH3:23])=[CH:17][CH:16]=1)=[CH:10][CH:9]=2)=[O:5])C.Cl[C:26]1[CH:31]=[CH:30][C:29]([CH2:32][O:33][CH2:34][CH3:35])=[CH:28][N:27]=1.